This data is from NCI-60 drug combinations with 297,098 pairs across 59 cell lines. The task is: Regression. Given two drug SMILES strings and cell line genomic features, predict the synergy score measuring deviation from expected non-interaction effect. (1) Drug 1: CC1CC(C(C(C=C(C(C(C=CC=C(C(=O)NC2=CC(=O)C(=C(C1)C2=O)OC)C)OC)OC(=O)N)C)C)O)OC. Drug 2: CCC1=C2N=C(C=C(N2N=C1)NCC3=C[N+](=CC=C3)[O-])N4CCCCC4CCO. Cell line: NCI-H460. Synergy scores: CSS=73.4, Synergy_ZIP=4.02, Synergy_Bliss=2.42, Synergy_Loewe=-0.541, Synergy_HSA=4.17. (2) Drug 1: C1CCC(C1)C(CC#N)N2C=C(C=N2)C3=C4C=CNC4=NC=N3. Drug 2: CNC(=O)C1=CC=CC=C1SC2=CC3=C(C=C2)C(=NN3)C=CC4=CC=CC=N4. Cell line: MDA-MB-231. Synergy scores: CSS=-2.93, Synergy_ZIP=0.334, Synergy_Bliss=-3.70, Synergy_Loewe=-7.12, Synergy_HSA=-7.42. (3) Drug 1: CC1=C(C=C(C=C1)NC(=O)C2=CC=C(C=C2)CN3CCN(CC3)C)NC4=NC=CC(=N4)C5=CN=CC=C5. Drug 2: CC1C(C(CC(O1)OC2CC(CC3=C2C(=C4C(=C3O)C(=O)C5=C(C4=O)C(=CC=C5)OC)O)(C(=O)CO)O)N)O.Cl. Cell line: SR. Synergy scores: CSS=49.7, Synergy_ZIP=1.74, Synergy_Bliss=0.0369, Synergy_Loewe=-28.1, Synergy_HSA=0.282. (4) Drug 1: CC1OCC2C(O1)C(C(C(O2)OC3C4COC(=O)C4C(C5=CC6=C(C=C35)OCO6)C7=CC(=C(C(=C7)OC)O)OC)O)O. Drug 2: CCC1=C2N=C(C=C(N2N=C1)NCC3=C[N+](=CC=C3)[O-])N4CCCCC4CCO. Cell line: T-47D. Synergy scores: CSS=43.9, Synergy_ZIP=2.92, Synergy_Bliss=3.52, Synergy_Loewe=3.99, Synergy_HSA=7.16. (5) Drug 1: C1CCC(CC1)NC(=O)N(CCCl)N=O. Drug 2: CC1C(C(CC(O1)OC2CC(CC3=C2C(=C4C(=C3O)C(=O)C5=CC=CC=C5C4=O)O)(C(=O)C)O)N)O. Cell line: SF-539. Synergy scores: CSS=39.4, Synergy_ZIP=-2.53, Synergy_Bliss=-1.97, Synergy_Loewe=-0.599, Synergy_HSA=0.214.